From a dataset of Catalyst prediction with 721,799 reactions and 888 catalyst types from USPTO. Predict which catalyst facilitates the given reaction. Reactant: [Br:1][C:2]1[N:7]2[N:8]=[C:9]([NH2:11])[N:10]=[C:6]2[CH:5]=[CH:4][CH:3]=1.I[C:13]1[CH:20]=[CH:19][C:16]([C:17]#[N:18])=[CH:15][CH:14]=1.C(=O)([O-])[O-].[Cs+].[Cs+].C1(P(C2C=CC=CC=2)C2C3OC4C(=CC=CC=4P(C4C=CC=CC=4)C4C=CC=CC=4)C(C)(C)C=3C=CC=2)C=CC=CC=1.O.[Cl-].[Na+].O. Product: [Br:1][C:2]1[N:7]2[N:8]=[C:9]([NH:11][C:13]3[CH:20]=[CH:19][C:16]([C:17]#[N:18])=[CH:15][CH:14]=3)[N:10]=[C:6]2[CH:5]=[CH:4][CH:3]=1. The catalyst class is: 12.